From a dataset of Forward reaction prediction with 1.9M reactions from USPTO patents (1976-2016). Predict the product of the given reaction. (1) Given the reactants [NH2-].[Na+].[CH:3]1[CH2:5][CH:4]=1.I[CH2:7][CH2:8][CH2:9][CH2:10][CH2:11][CH2:12][CH:13]=[CH2:14].C(O)C, predict the reaction product. The product is: [CH2:14]([C:3]1[CH2:5][CH:4]=1)[CH2:13][CH2:12][CH2:11][CH2:10][CH2:9][CH:8]=[CH2:7]. (2) Given the reactants Cl[C:2]1[N:7]=[N:6][C:5]([C:8]([NH2:10])=[O:9])=[C:4]([NH:11][C:12]2[CH:17]=[CH:16][CH:15]=[C:14]([O:18][CH2:19][CH3:20])[N:13]=2)[CH:3]=1.[NH2:21][C@@H:22]1[CH2:27][CH2:26][CH2:25][CH2:24][C@@H:23]1[NH:28][C:29](=[O:35])[O:30][C:31]([CH3:34])([CH3:33])[CH3:32], predict the reaction product. The product is: [C:8]([C:5]1[N:6]=[N:7][C:2]([NH:21][C@@H:22]2[CH2:27][CH2:26][CH2:25][CH2:24][C@@H:23]2[NH:28][C:29](=[O:35])[O:30][C:31]([CH3:33])([CH3:32])[CH3:34])=[CH:3][C:4]=1[NH:11][C:12]1[CH:17]=[CH:16][CH:15]=[C:14]([O:18][CH2:19][CH3:20])[N:13]=1)(=[O:9])[NH2:10]. (3) Given the reactants [F:1][CH:2]([F:31])[O:3][CH2:4][C@@H:5]([O:7][C:8]1[CH:9]=[C:10]([CH:20]=[C:21]([O:23]CC2C=CC=CC=2)[CH:22]=1)[C:11]([NH:13][C:14]1[CH:18]=[CH:17][N:16]([CH3:19])[N:15]=1)=[O:12])[CH3:6], predict the reaction product. The product is: [F:31][CH:2]([F:1])[O:3][CH2:4][C@@H:5]([O:7][C:8]1[CH:9]=[C:10]([CH:20]=[C:21]([OH:23])[CH:22]=1)[C:11]([NH:13][C:14]1[CH:18]=[CH:17][N:16]([CH3:19])[N:15]=1)=[O:12])[CH3:6].